From a dataset of Peptide-MHC class II binding affinity with 134,281 pairs from IEDB. Regression. Given a peptide amino acid sequence and an MHC pseudo amino acid sequence, predict their binding affinity value. This is MHC class II binding data. (1) The peptide sequence is EEALNVALAVVTLLA. The MHC is DRB1_1302 with pseudo-sequence DRB1_1302. The binding affinity (normalized) is 0.131. (2) The peptide sequence is ARILLLVPSISLLSQ. The MHC is DRB1_0405 with pseudo-sequence DRB1_0405. The binding affinity (normalized) is 0.620. (3) The binding affinity (normalized) is 0.133. The MHC is HLA-DQA10501-DQB10201 with pseudo-sequence HLA-DQA10501-DQB10201. The peptide sequence is EGKPTEKHIQIRSTN.